Dataset: Reaction yield outcomes from USPTO patents with 853,638 reactions. Task: Predict the reaction yield, written as a fraction of the theoretical maximum amount of product (1.0 means a 100% yield; for example, 0.34 means a 34% yield). (1) The yield is 0.460. The product is [F:59][CH2:39][C:37]([OH:38])([CH3:40])[CH2:36][O:35][C@H:32]1[CH2:33][CH2:34][C@H:29]([N:6]2[C:7](=[O:28])[C:8]([CH2:13][C:14]3[CH:15]=[CH:16][C:17]([C:20]4[C:21]([C:26]#[N:27])=[CH:22][CH:23]=[CH:24][CH:25]=4)=[CH:18][CH:19]=3)=[C:9]([CH2:10][CH2:11][CH3:12])[N:4]3[N:3]=[C:2]([CH3:1])[N:41]=[C:5]23)[CH2:30][CH2:31]1. The reactants are [CH3:1][C:2]1[N:41]=[C:5]2[N:6]([C@H:29]3[CH2:34][CH2:33][C@H:32]([O:35][CH2:36][C:37]4([CH3:40])[CH2:39][O:38]4)[CH2:31][CH2:30]3)[C:7](=[O:28])[C:8]([CH2:13][C:14]3[CH:19]=[CH:18][C:17]([C:20]4[C:21]([C:26]#[N:27])=[CH:22][CH:23]=[CH:24][CH:25]=4)=[CH:16][CH:15]=3)=[C:9]([CH2:10][CH2:11][CH3:12])[N:4]2[N:3]=1.CCCC[N+](CCCC)(CCCC)CCCC.[FH:59].F.[F-]. The catalyst is ClC1C=CC=CC=1. (2) The reactants are Cl[C:2]1[N:7]=[CH:6][N:5]=[C:4]([N:8]([CH2:10][C:11]([CH3:14])([CH3:13])[CH3:12])[CH3:9])[C:3]=1[N+:15]([O-:17])=[O:16].C(N(C(C)C)CC)(C)C.[CH3:27][C:28]1[CH:33]=[CH:32][C:31]([C:34]2[NH:38][CH:37]=[N:36][N:35]=2)=[CH:30][C:29]=1[NH2:39]. The catalyst is CCCCO. The product is [CH3:12][C:11]([CH3:14])([CH3:13])[CH2:10][N:8]([CH3:9])[C:4]1[C:3]([N+:15]([O-:17])=[O:16])=[C:2]([NH:39][C:29]2[CH:30]=[C:31]([C:34]3[NH:38][CH:37]=[N:36][N:35]=3)[CH:32]=[CH:33][C:28]=2[CH3:27])[N:7]=[CH:6][N:5]=1. The yield is 0.300. (3) The reactants are S(O)(O)(=O)=O.[CH3:6][O:7][C:8](=[NH:10])[NH2:9].[CH2:11]([O:18]/[C:19](=[C:24](/O)\[C:25]([O:27][C:28]([CH3:31])([CH3:30])[CH3:29])=[O:26])/[C:20](OC)=[O:21])[C:12]1[CH:17]=[CH:16][CH:15]=[CH:14][CH:13]=1.C[O-].[Na+].Cl. The product is [CH2:11]([O:18][C:19]1[C:20](=[O:21])[NH:9][C:8]([O:7][CH3:6])=[N:10][C:24]=1[C:25]([O:27][C:28]([CH3:31])([CH3:30])[CH3:29])=[O:26])[C:12]1[CH:17]=[CH:16][CH:15]=[CH:14][CH:13]=1. The catalyst is CO. The yield is 0.580. (4) The reactants are Br[C:2]1[CH:3]=[C:4]([C:21]#[N:22])[N:5]([CH3:20])[C:6]=1[C:7]1[CH:8]=[CH:9][C:10]2[NH:15][C:14](=[O:16])[O:13][C:12]([CH3:18])([CH3:17])[C:11]=2[CH:19]=1.[CH3:23][Sn](C)(C)C.O. The catalyst is CN(P(N(C)C)(N(C)C)=O)C. The product is [CH3:17][C:12]1([CH3:18])[C:11]2[CH:19]=[C:7]([C:6]3[N:5]([CH3:20])[C:4]([C:21]#[N:22])=[CH:3][C:2]=3[CH3:23])[CH:8]=[CH:9][C:10]=2[NH:15][C:14](=[O:16])[O:13]1. The yield is 0.630. (5) The reactants are [Br:1][C:2]1[CH:7]=[CH:6][C:5]([S:8](Cl)(=[O:10])=[O:9])=[CH:4][CH:3]=1.[NH2:12][C@@H:13]([C:17]([O:19][CH3:20])=[O:18])[CH:14]([CH3:16])[CH3:15].CCN(C(C)C)C(C)C. The catalyst is ClCCl. The product is [CH3:20][O:19][C:17](=[O:18])[CH:13]([NH:12][S:8]([C:5]1[CH:6]=[CH:7][C:2]([Br:1])=[CH:3][CH:4]=1)(=[O:10])=[O:9])[CH:14]([CH3:16])[CH3:15]. The yield is 0.960. (6) The reactants are [C:1]([O:5][C:6]([N:8]1[CH2:13][CH2:12][C:11](=[CH:14][CH2:15][OH:16])[CH2:10][CH2:9]1)=[O:7])([CH3:4])([CH3:3])[CH3:2].C(Cl)(Cl)Cl. The catalyst is CCCCCC.[O-2].[O-2].[Mn+4]. The product is [C:1]([O:5][C:6]([N:8]1[CH2:13][CH2:12][C:11](=[CH:14][CH:15]=[O:16])[CH2:10][CH2:9]1)=[O:7])([CH3:4])([CH3:3])[CH3:2]. The yield is 0.890. (7) The reactants are C([O:4][CH2:5][CH2:6][CH2:7][N:8]1[C:13](=[O:14])[C:12]2[N:15]([CH2:30][C:31]3[CH:36]=[CH:35][C:34]([Cl:37])=[CH:33][CH:32]=3)[C:16]([C:19]3[CH:24]=[CH:23][CH:22]=[C:21]([O:25][C:26]([F:29])([F:28])[F:27])[CH:20]=3)=[C:17]([CH3:18])[C:11]=2[N:10]([CH3:38])[C:9]1=[O:39])(=O)C.O[Li].O. The catalyst is C1COCC1.O.C(Cl)Cl. The product is [Cl:37][C:34]1[CH:35]=[CH:36][C:31]([CH2:30][N:15]2[C:12]3[C:13](=[O:14])[N:8]([CH2:7][CH2:6][CH2:5][OH:4])[C:9](=[O:39])[N:10]([CH3:38])[C:11]=3[C:17]([CH3:18])=[C:16]2[C:19]2[CH:24]=[CH:23][CH:22]=[C:21]([O:25][C:26]([F:27])([F:28])[F:29])[CH:20]=2)=[CH:32][CH:33]=1. The yield is 0.270.